Regression. Given two drug SMILES strings and cell line genomic features, predict the synergy score measuring deviation from expected non-interaction effect. From a dataset of NCI-60 drug combinations with 297,098 pairs across 59 cell lines. (1) Drug 1: C1=CN(C=N1)CC(O)(P(=O)(O)O)P(=O)(O)O. Drug 2: CC1C(C(CC(O1)OC2CC(CC3=C2C(=C4C(=C3O)C(=O)C5=C(C4=O)C(=CC=C5)OC)O)(C(=O)CO)O)N)O.Cl. Cell line: M14. Synergy scores: CSS=27.1, Synergy_ZIP=-1.31, Synergy_Bliss=1.84, Synergy_Loewe=-17.0, Synergy_HSA=0.582. (2) Drug 1: CC1=C2C(C(=O)C3(C(CC4C(C3C(C(C2(C)C)(CC1OC(=O)C(C(C5=CC=CC=C5)NC(=O)OC(C)(C)C)O)O)OC(=O)C6=CC=CC=C6)(CO4)OC(=O)C)OC)C)OC. Drug 2: CS(=O)(=O)OCCCCOS(=O)(=O)C. Cell line: A498. Synergy scores: CSS=21.1, Synergy_ZIP=-1.87, Synergy_Bliss=-3.08, Synergy_Loewe=-9.38, Synergy_HSA=-2.17. (3) Drug 1: C1=NC2=C(N1)C(=S)N=C(N2)N. Drug 2: CC1CCC2CC(C(=CC=CC=CC(CC(C(=O)C(C(C(=CC(C(=O)CC(OC(=O)C3CCCCN3C(=O)C(=O)C1(O2)O)C(C)CC4CCC(C(C4)OC)OCCO)C)C)O)OC)C)C)C)OC. Cell line: EKVX. Synergy scores: CSS=28.0, Synergy_ZIP=-13.5, Synergy_Bliss=-13.0, Synergy_Loewe=-6.16, Synergy_HSA=-5.03. (4) Drug 1: CC(C1=C(C=CC(=C1Cl)F)Cl)OC2=C(N=CC(=C2)C3=CN(N=C3)C4CCNCC4)N. Drug 2: CC1C(C(CC(O1)OC2CC(CC3=C2C(=C4C(=C3O)C(=O)C5=C(C4=O)C(=CC=C5)OC)O)(C(=O)C)O)N)O.Cl. Cell line: HOP-92. Synergy scores: CSS=40.0, Synergy_ZIP=6.40, Synergy_Bliss=8.90, Synergy_Loewe=1.04, Synergy_HSA=10.1. (5) Drug 1: CC12CCC(CC1=CCC3C2CCC4(C3CC=C4C5=CN=CC=C5)C)O. Drug 2: C1=CC=C(C=C1)NC(=O)CCCCCCC(=O)NO. Cell line: HOP-62. Synergy scores: CSS=6.82, Synergy_ZIP=-0.501, Synergy_Bliss=4.10, Synergy_Loewe=-3.80, Synergy_HSA=1.35. (6) Drug 1: CCC(=C(C1=CC=CC=C1)C2=CC=C(C=C2)OCCN(C)C)C3=CC=CC=C3.C(C(=O)O)C(CC(=O)O)(C(=O)O)O. Drug 2: CC1CCC2CC(C(=CC=CC=CC(CC(C(=O)C(C(C(=CC(C(=O)CC(OC(=O)C3CCCCN3C(=O)C(=O)C1(O2)O)C(C)CC4CCC(C(C4)OC)OCCO)C)C)O)OC)C)C)C)OC. Cell line: U251. Synergy scores: CSS=13.1, Synergy_ZIP=11.7, Synergy_Bliss=17.3, Synergy_Loewe=6.82, Synergy_HSA=6.97.